Predict which catalyst facilitates the given reaction. From a dataset of Catalyst prediction with 721,799 reactions and 888 catalyst types from USPTO. Reactant: [Cl:1][C:2]1[CH:7]=[CH:6][CH:5]=[CH:4][C:3]=1[C:8]1[C:12]([C:13]2[N:14]([CH2:18][O:19][CH2:20][CH2:21][Si:22]([CH3:25])([CH3:24])[CH3:23])[CH:15]=[CH:16][N:17]=2)=[CH:11][N:10]([C:26]2[C:31]([CH3:32])=[CH:30][N:29]=[C:28](F)[CH:27]=2)[CH:9]=1.[CH3:34][O:35][C:36]1[CH:41]=[C:40]([O:42][CH3:43])[CH:39]=[CH:38][C:37]=1[CH2:44][NH2:45].CCN(C(C)C)C(C)C. Product: [Cl:1][C:2]1[CH:7]=[CH:6][CH:5]=[CH:4][C:3]=1[C:8]1[C:12]([C:13]2[N:14]([CH2:18][O:19][CH2:20][CH2:21][Si:22]([CH3:25])([CH3:24])[CH3:23])[CH:15]=[CH:16][N:17]=2)=[CH:11][N:10]([C:26]2[C:31]([CH3:32])=[CH:30][N:29]=[C:28]([NH:45][CH2:44][C:37]3[CH:38]=[CH:39][C:40]([O:42][CH3:43])=[CH:41][C:36]=3[O:35][CH3:34])[CH:27]=2)[CH:9]=1. The catalyst class is: 51.